From a dataset of Full USPTO retrosynthesis dataset with 1.9M reactions from patents (1976-2016). Predict the reactants needed to synthesize the given product. Given the product [C:15]([O:19][C:20](=[O:29])[NH:21][C@H:22]1[CH2:23][CH2:24][C@@H:25]([NH:28][C:2]2[N:7]=[C:6]([N:8]([CH3:10])[CH3:9])[C:5]([C:11]([F:14])([F:13])[F:12])=[CH:4][N:3]=2)[CH2:26][CH2:27]1)([CH3:18])([CH3:16])[CH3:17], predict the reactants needed to synthesize it. The reactants are: Cl[C:2]1[N:7]=[C:6]([N:8]([CH3:10])[CH3:9])[C:5]([C:11]([F:14])([F:13])[F:12])=[CH:4][N:3]=1.[C:15]([O:19][C:20](=[O:29])[NH:21][C@H:22]1[CH2:27][CH2:26][C@@H:25]([NH2:28])[CH2:24][CH2:23]1)([CH3:18])([CH3:17])[CH3:16].CCN(C(C)C)C(C)C.